Task: Predict the product of the given reaction.. Dataset: Forward reaction prediction with 1.9M reactions from USPTO patents (1976-2016) (1) Given the reactants [CH3:1][S:2]([CH2:5][CH2:6][O:7][C:8]1[CH:9]=[C:10]([C:19]2[N:20]=[C:21]3[C:27]([C:28](=[O:33])[C:29]([CH3:32])([CH3:31])[CH3:30])=[CH:26][N:25](COCC[Si](C)(C)C)[C:22]3=[N:23][CH:24]=2)[CH:11]=[C:12]([N:14]2[CH2:18][CH2:17][CH2:16][CH2:15]2)[CH:13]=1)(=[O:4])=[O:3].CO.Cl.C([O-])(O)=O.[Na+], predict the reaction product. The product is: [CH3:1][S:2]([CH2:5][CH2:6][O:7][C:8]1[CH:9]=[C:10]([C:19]2[N:20]=[C:21]3[C:27]([C:28](=[O:33])[C:29]([CH3:31])([CH3:30])[CH3:32])=[CH:26][NH:25][C:22]3=[N:23][CH:24]=2)[CH:11]=[C:12]([N:14]2[CH2:18][CH2:17][CH2:16][CH2:15]2)[CH:13]=1)(=[O:4])=[O:3]. (2) Given the reactants N#N.[CH3:3][C:4]1([C:9]2[O:13][C:12]([CH2:14][N:15]3[CH:19]=[CH:18][C:17]([N+:20]([O-])=O)=[N:16]3)=[N:11][CH:10]=2)[O:8][CH2:7][CH2:6][O:5]1.[NH4+].[Cl-], predict the reaction product. The product is: [CH3:3][C:4]1([C:9]2[O:13][C:12]([CH2:14][N:15]3[CH:19]=[CH:18][C:17]([NH2:20])=[N:16]3)=[N:11][CH:10]=2)[O:8][CH2:7][CH2:6][O:5]1. (3) Given the reactants [Br:1][C:2]1[CH:17]=[CH:16][CH:15]=[CH:14][C:3]=1[CH2:4][N:5]([CH3:13])[C:6]([CH2:8][O:9]C(=O)C)=[O:7].C(=O)([O-])[O-].[K+].[K+], predict the reaction product. The product is: [Br:1][C:2]1[CH:17]=[CH:16][CH:15]=[CH:14][C:3]=1[CH2:4][N:5]([CH3:13])[C:6](=[O:7])[CH2:8][OH:9]. (4) Given the reactants [Cl:1][C:2]1[CH:3]=[N+:4]([O-:40])[CH:5]=[C:6]([Cl:39])[C:7]=1[CH2:8][C@H:9]([O:25][C:26](=[O:38])[CH2:27][O:28][C:29](=[O:37])[C:30]1[CH:35]=[CH:34][C:33](Cl)=[N:32][CH:31]=1)[C:10]1[CH:15]=[CH:14][C:13]([O:16][CH:17]([F:19])[F:18])=[C:12]([O:20][CH2:21][CH:22]2[CH2:24][CH2:23]2)[CH:11]=1.[CH3:41][NH:42][CH3:43], predict the reaction product. The product is: [Cl:1][C:2]1[CH:3]=[N+:4]([O-:40])[CH:5]=[C:6]([Cl:39])[C:7]=1[CH2:8][C@@H:9]([C:10]1[CH:15]=[CH:14][C:13]([O:16][CH:17]([F:18])[F:19])=[C:12]([O:20][CH2:21][CH:22]2[CH2:24][CH2:23]2)[CH:11]=1)[O:25][C:26](=[O:38])[CH2:27][O:28][C:29](=[O:37])[C:30]1[CH:35]=[CH:34][C:33]([N:42]([CH3:43])[CH3:41])=[N:32][CH:31]=1. (5) Given the reactants [CH3:1][CH:2]1[N:7]([C:8](=[O:20])[C:9]2[CH:14]=[CH:13][CH:12]=[CH:11][C:10]=2[N:15]2[N:19]=[CH:18][CH:17]=[N:16]2)[CH2:6][CH:5]([O:21][C:22]2[CH:23]=[C:24]([CH:28]=[CH:29][CH:30]=2)[C:25]([OH:27])=O)[CH2:4][CH2:3]1.Cl.[CH3:32][O:33][NH:34][CH3:35].CN(C(ON1N=NC2C=CC=NC1=2)=[N+](C)C)C.F[P-](F)(F)(F)(F)F.CCN(C(C)C)C(C)C, predict the reaction product. The product is: [CH3:32][O:33][N:34]([CH3:35])[C:25](=[O:27])[C:24]1[CH:28]=[CH:29][CH:30]=[C:22]([O:21][CH:5]2[CH2:4][CH2:3][CH:2]([CH3:1])[N:7]([C:8](=[O:20])[C:9]3[CH:14]=[CH:13][CH:12]=[CH:11][C:10]=3[N:15]3[N:19]=[CH:18][CH:17]=[N:16]3)[CH2:6]2)[CH:23]=1. (6) Given the reactants Cl[C:2]1[C:3]([CH3:13])=[C:4]([CH3:12])[C:5]2[N:6]([C:8]([NH2:11])=[N:9][N:10]=2)[N:7]=1.F[P-](F)(F)(F)(F)F.[CH2:21]([N+:25]1[CH:29]=[CH:28]N(C)C=1)[CH2:22]CC, predict the reaction product. The product is: [CH2:21]([N:25]([CH2:29][CH3:28])[C:2]1[C:3]([CH3:13])=[C:4]([CH3:12])[C:5]2[N:6]([C:8]([NH2:11])=[N:9][N:10]=2)[N:7]=1)[CH3:22]. (7) The product is: [CH2:47]([N:51]([CH2:52][C:53]1[CH:64]=[CH:63][C:56]([O:57][CH2:58][C:59]([O:61][CH3:62])=[O:60])=[C:55]([CH3:65])[CH:54]=1)[C:67]1[CH:72]=[CH:71][CH:70]=[C:69]([C:73]2[CH:78]=[CH:77][C:76]([C:79]([F:80])([F:82])[F:81])=[CH:75][CH:74]=2)[N:68]=1)[CH2:48][CH2:49][CH3:50]. Given the reactants C1C=CC(P(C2C=CC3C(=CC=CC=3)C=2C2C3C(=CC=CC=3)C=CC=2P(C2C=CC=CC=2)C2C=CC=CC=2)C2C=CC=CC=2)=CC=1.[CH2:47]([NH:51][CH2:52][C:53]1[CH:64]=[CH:63][C:56]([O:57][CH2:58][C:59]([O:61][CH3:62])=[O:60])=[C:55]([CH3:65])[CH:54]=1)[CH2:48][CH2:49][CH3:50].Br[C:67]1[CH:72]=[CH:71][CH:70]=[C:69]([C:73]2[CH:78]=[CH:77][C:76]([C:79]([F:82])([F:81])[F:80])=[CH:75][CH:74]=2)[N:68]=1.C(=O)([O-])[O-].[Cs+].[Cs+], predict the reaction product. (8) Given the reactants C([N:14]1[CH:19]=[C:18]([C:20]2[CH:25]=[CH:24][CH:23]=[CH:22][CH:21]=2)[C:17](=[O:26])[NH:16][C:15]1=[O:27])(C1C=CC=CC=1)C1C=CC=CC=1.OS(C(F)(F)F)(=O)=O, predict the reaction product. The product is: [C:20]1([C:18]2[C:17](=[O:26])[NH:16][C:15](=[O:27])[NH:14][CH:19]=2)[CH:21]=[CH:22][CH:23]=[CH:24][CH:25]=1. (9) Given the reactants [C:1]([O:5][C:6](=[O:37])[N:7]([CH2:12][C:13]1[N:17]([CH3:18])[C:16]([C:19]2[S:27][C:26]3[C:21](=[N:22][CH:23]=[CH:24][C:25]=3[O:28][C:29]3[CH:34]=[CH:33][C:32]([NH2:35])=[CH:31][C:30]=3[F:36])[CH:20]=2)=[N:15][CH:14]=1)[CH2:8][CH2:9][O:10][CH3:11])([CH3:4])([CH3:3])[CH3:2].[F:38][C:39]1[CH:44]=[C:43]([F:45])[CH:42]=[CH:41][C:40]=1[N:46]=[C:47]=[O:48], predict the reaction product. The product is: [C:1]([O:5][C:6](=[O:37])[N:7]([CH2:12][C:13]1[N:17]([CH3:18])[C:16]([C:19]2[S:27][C:26]3[C:21](=[N:22][CH:23]=[CH:24][C:25]=3[O:28][C:29]3[CH:34]=[CH:33][C:32]([NH:35][C:47]([NH:46][C:40]4[CH:41]=[CH:42][C:43]([F:45])=[CH:44][C:39]=4[F:38])=[O:48])=[CH:31][C:30]=3[F:36])[CH:20]=2)=[N:15][CH:14]=1)[CH2:8][CH2:9][O:10][CH3:11])([CH3:4])([CH3:2])[CH3:3].